Regression. Given a peptide amino acid sequence and an MHC pseudo amino acid sequence, predict their binding affinity value. This is MHC class I binding data. From a dataset of Peptide-MHC class I binding affinity with 185,985 pairs from IEDB/IMGT. (1) The MHC is HLA-A02:01 with pseudo-sequence HLA-A02:01. The peptide sequence is AMNRRIMNV. The binding affinity (normalized) is 0.345. (2) The peptide sequence is TNRAWNSL. The MHC is H-2-Db with pseudo-sequence H-2-Db. The binding affinity (normalized) is 0.